Dataset: Reaction yield outcomes from USPTO patents with 853,638 reactions. Task: Predict the reaction yield, written as a fraction of the theoretical maximum amount of product (1.0 means a 100% yield; for example, 0.34 means a 34% yield). (1) The product is [N:37]1([CH2:43][CH2:44][NH:18][C:16]([C:15]2[CH:14]=[C:13]3[C:9]([CH:10]=[N:11][N:12]3[CH2:19][CH:20]([CH3:22])[CH3:21])=[CH:8][C:7]=2[O:6][C:5]2[CH:23]=[CH:24][C:2]([F:1])=[CH:3][CH:4]=2)=[O:17])[CH2:42][CH2:41][CH2:40][CH2:39][CH2:38]1. The yield is 1.00. The reactants are [F:1][C:2]1[CH:24]=[CH:23][C:5]([O:6][C:7]2[CH:8]=[C:9]3[C:13](=[CH:14][C:15]=2[C:16]([NH2:18])=[O:17])[N:12]([CH2:19][CH:20]([CH3:22])[CH3:21])[N:11]=[CH:10]3)=[CH:4][CH:3]=1.C(N1C=CN=C1)(N1C=CN=C1)=O.[N:37]1([CH2:43][CH2:44]N)[CH2:42][CH2:41][CH2:40][CH2:39][CH2:38]1. The catalyst is C1COCC1. (2) The yield is 0.680. The product is [F:7][C:8]1[C:16]([I:17])=[C:15]([CH3:18])[CH:14]=[CH:13][C:9]=1[C:10]([NH:29][C:25]1[CH:26]=[CH:27][CH:28]=[C:23]([O:22][CH:19]([CH3:21])[CH3:20])[CH:24]=1)=[O:12]. The catalyst is C(Cl)Cl.CN(C=O)C.O. The reactants are C(Cl)(=O)C(Cl)=O.[F:7][C:8]1[C:16]([I:17])=[C:15]([CH3:18])[CH:14]=[CH:13][C:9]=1[C:10]([OH:12])=O.[CH:19]([O:22][C:23]1[CH:24]=[C:25]([NH2:29])[CH:26]=[CH:27][CH:28]=1)([CH3:21])[CH3:20].C(N(CC)CC)C. (3) The reactants are S(S([O-])=O)([O-])=O.[Na+].[Na+].[CH3:9][O:10][C:11]([C:13]1[CH:18]=[CH:17][C:16]([N+:19]([O-])=O)=[C:15]([NH:22][CH3:23])[CH:14]=1)=[O:12].C(=O)(O)[O-].[Na+]. The catalyst is O1CCCC1.C(O)C. The product is [NH2:19][C:16]1[CH:17]=[CH:18][C:13]([C:11]([O:10][CH3:9])=[O:12])=[CH:14][C:15]=1[NH:22][CH3:23]. The yield is 0.680. (4) The reactants are Br[C:2]1[CH:3]=[C:4]([OH:10])[C:5](=[O:9])[N:6]([CH3:8])[CH:7]=1.[CH:11]1([CH2:14][O:15][C:16]2[CH:21]=[CH:20][C:19]([S:22]([CH2:25][CH3:26])(=[O:24])=[O:23])=[CH:18][C:17]=2B2OC(C)(C)C(C)(C)O2)[CH2:13][CH2:12]1.[O-]P([O-])([O-])=O.[K+].[K+].[K+]. The catalyst is O1CCOCC1.O.C1C=CC(P(C2C=CC=CC=2)[C-]2C=CC=C2)=CC=1.C1C=CC(P(C2C=CC=CC=2)[C-]2C=CC=C2)=CC=1.Cl[Pd]Cl.[Fe+2]. The product is [CH:11]1([CH2:14][O:15][C:16]2[CH:21]=[CH:20][C:19]([S:22]([CH2:25][CH3:26])(=[O:24])=[O:23])=[CH:18][C:17]=2[C:2]2[CH:3]=[C:4]([OH:10])[C:5](=[O:9])[N:6]([CH3:8])[CH:7]=2)[CH2:12][CH2:13]1. The yield is 0.510. (5) The reactants are [NH2:1][CH:2]([C:21]1[CH:22]=[CH:23][C:24]2[O:29][CH2:28][C:27](=[O:30])[NH:26][C:25]=2[CH:31]=1)[CH2:3][N:4]1[CH2:9][CH2:8][N:7]([C:10]2[CH:19]=[CH:18][CH:17]=[C:16]3[C:11]=2[CH:12]=[CH:13][C:14]([CH3:20])=[N:15]3)[CH2:6][CH2:5]1.CN([CH:35]=[O:36])C. No catalyst specified. The product is [CH3:20][C:14]1[CH:13]=[CH:12][C:11]2[C:16](=[CH:17][CH:18]=[CH:19][C:10]=2[N:7]2[CH2:8][CH2:9][N:4]([CH2:3][CH:2]([NH:1][CH:35]=[O:36])[C:21]3[CH:22]=[CH:23][C:24]4[O:29][CH2:28][C:27](=[O:30])[NH:26][C:25]=4[CH:31]=3)[CH2:5][CH2:6]2)[N:15]=1. The yield is 0.230. (6) The reactants are [C:1]1([C:17]2[CH:22]=[CH:21][CH:20]=[CH:19][CH:18]=2)[CH:6]=[CH:5][C:4]([O:7][CH2:8][C:9]2[CH:16]=[CH:15][C:12]([C:13]#[N:14])=[CH:11][CH:10]=2)=[CH:3][CH:2]=1.[N-:23]=[N+:24]=[N-:25].[Na+].[Cl-].[NH4+].O. The catalyst is CN(C)C=O. The product is [C:1]1([C:17]2[CH:18]=[CH:19][CH:20]=[CH:21][CH:22]=2)[CH:2]=[CH:3][C:4]([O:7][CH2:8][C:9]2[CH:16]=[CH:15][C:12]([C:13]3[NH:25][N:24]=[N:23][N:14]=3)=[CH:11][CH:10]=2)=[CH:5][CH:6]=1. The yield is 0.890.